From a dataset of Catalyst prediction with 721,799 reactions and 888 catalyst types from USPTO. Predict which catalyst facilitates the given reaction. (1) Reactant: [CH2:1]([Sn](CCCC)(CCCC)CCCC)[CH:2]=[CH2:3].N#N.Br[C:20]1[CH:39]=[N:38][C:23]2[N:24]([CH2:36][CH3:37])[C:25]3[N:34]=[C:33]([F:35])[CH:32]=[CH:31][C:26]=3[N:27]([CH3:30])[C:28](=[O:29])[C:22]=2[CH:21]=1. Product: [CH2:36]([N:24]1[C:23]2[N:38]=[CH:39][C:20]([CH2:3][CH:2]=[CH2:1])=[CH:21][C:22]=2[C:28](=[O:29])[N:27]([CH3:30])[C:26]2[CH:31]=[CH:32][C:33]([F:35])=[N:34][C:25]1=2)[CH3:37]. The catalyst class is: 128. (2) Product: [CH3:1][O:2][C:3](=[O:15])[C:4]1[C:5](=[C:10]([O:14][CH2:26][C:25]2[CH:28]=[CH:29][CH:30]=[C:23]([Cl:22])[CH:24]=2)[CH:11]=[CH:12][CH:13]=1)[C:6]([O:8][CH3:9])=[O:7]. Reactant: [CH3:1][O:2][C:3](=[O:15])[C:4]1[C:5](=[C:10]([OH:14])[CH:11]=[CH:12][CH:13]=1)[C:6]([O:8][CH3:9])=[O:7].C(=O)([O-])[O-].[K+].[K+].[Cl:22][C:23]1[CH:24]=[C:25]([CH:28]=[CH:29][CH:30]=1)[CH2:26]Br. The catalyst class is: 21. (3) Reactant: [NH2:1][C:2]1[CH:7]=[C:6]([C:8]([F:11])([F:10])[F:9])[CH:5]=[CH:4][C:3]=1[NH:12][CH2:13][CH2:14][OH:15].CN(C1C=CC=CN=1)C.CCN(CC)CC.[F:32][C:33]([F:44])([F:43])[C:34](O[C:34](=O)[C:33]([F:44])([F:43])[F:32])=O. Product: [F:32][C:33]([F:44])([F:43])[C:34]1[N:12]([CH2:13][CH2:14][OH:15])[C:3]2[CH:4]=[CH:5][C:6]([C:8]([F:10])([F:11])[F:9])=[CH:7][C:2]=2[N:1]=1. The catalyst class is: 2. (4) Reactant: C([O:3][C:4]([C:6]1[S:7][C:8]([CH:11]2[CH2:16][CH2:15][CH2:14][CH:13]([NH:17][C@@H:18]([C:20]3[C:29]4[C:24](=[CH:25][CH:26]=[CH:27][CH:28]=4)[CH:23]=[CH:22][CH:21]=3)[CH3:19])[CH2:12]2)=[CH:9][CH:10]=1)=[O:5])C.O.[Li+].[OH-]. Product: [C:20]1([C@H:18]([NH:17][CH:13]2[CH2:14][CH2:15][CH2:16][CH:11]([C:8]3[S:7][C:6]([C:4]([OH:5])=[O:3])=[CH:10][CH:9]=3)[CH2:12]2)[CH3:19])[C:29]2[C:24](=[CH:25][CH:26]=[CH:27][CH:28]=2)[CH:23]=[CH:22][CH:21]=1. The catalyst class is: 5. (5) Reactant: O.C1(C)C=CC(S(O)(=O)=O)=CC=1.[Cl:13][C:14]1[S:15][C:16]([Cl:49])=[C:17]([CH:34]([C:42]2[CH:47]=[CH:46][CH:45]=[C:44]([Cl:48])[CH:43]=2)[O:35]C2CCCCO2)[C:18]=1[C:19]([NH:21][C@H:22]([C:24]1[CH:33]=[CH:32][C:27]([C:28]([O:30][CH3:31])=[O:29])=[CH:26][CH:25]=1)[CH3:23])=[O:20]. Product: [Cl:13][C:14]1[S:15][C:16]([Cl:49])=[C:17]([CH:34]([C:42]2[CH:47]=[CH:46][CH:45]=[C:44]([Cl:48])[CH:43]=2)[OH:35])[C:18]=1[C:19]([NH:21][C@H:22]([C:24]1[CH:25]=[CH:26][C:27]([C:28]([O:30][CH3:31])=[O:29])=[CH:32][CH:33]=1)[CH3:23])=[O:20]. The catalyst class is: 5. (6) Reactant: [CH:1](=[O:10])[CH2:2][CH:3]=[CH:4][CH2:5][CH2:6][CH2:7][CH2:8][CH3:9].CC(=CC)C.[O-:16]Cl=O.[Na+].Cl. Product: [C:1]([OH:16])(=[O:10])[CH2:2]/[CH:3]=[CH:4]\[CH2:5][CH2:6][CH2:7][CH2:8][CH3:9]. The catalyst class is: 664. (7) Reactant: [CH:1]1([CH2:5][O:6][C:7]2[CH:15]=[CH:14][CH:13]=[C:12]3[C:8]=2[CH:9]=[C:10]([C:16]([OH:18])=O)[NH:11]3)[CH2:4][CH2:3][CH2:2]1.[NH2:19][CH:20]1[CH2:25][CH2:24][C:23]([CH2:27][CH2:28][N:29]2[CH2:34][CH2:33][C@H:32]([OH:35])[C@@H:31]([CH3:36])[CH2:30]2)([OH:26])[CH2:22][CH2:21]1.CCN(C(C)C)C(C)C.CN(C(ON1N=NC2C=CC=CC1=2)=[N+](C)C)C.[B-](F)(F)(F)F. Product: [OH:26][C:23]1([CH2:27][CH2:28][N:29]2[CH2:34][CH2:33][C@H:32]([OH:35])[C@@H:31]([CH3:36])[CH2:30]2)[CH2:24][CH2:25][CH:20]([NH:19][C:16]([C:10]2[NH:11][C:12]3[C:8]([CH:9]=2)=[C:7]([O:6][CH2:5][CH:1]2[CH2:2][CH2:3][CH2:4]2)[CH:15]=[CH:14][CH:13]=3)=[O:18])[CH2:21][CH2:22]1. The catalyst class is: 3. (8) The catalyst class is: 136. Product: [F:45][C:46]1[CH:47]=[C:48]([CH2:49][NH:50][C:38](=[O:40])[C:37]2[CH:41]=[CH:42][CH:43]=[N:44][C:36]=2[NH2:35])[CH:51]=[CH:52][C:53]=1[O:54][C:55]1[CH:60]=[CH:59][CH:58]=[CH:57][CH:56]=1. Reactant: CN([P+](ON1N=NC2C=CC=CC1=2)(N(C)C)N(C)C)C.F[P-](F)(F)(F)(F)F.C(N(CC)CC)C.[NH2:35][C:36]1[N:44]=[CH:43][CH:42]=[CH:41][C:37]=1[C:38]([OH:40])=O.[F:45][C:46]1[CH:47]=[C:48]([CH:51]=[CH:52][C:53]=1[O:54][C:55]1[CH:60]=[CH:59][CH:58]=[CH:57][CH:56]=1)[CH2:49][NH2:50]. (9) Reactant: Cl.[CH2:2]([S:4][C:5]1[CH:6]=[C:7]([NH2:11])[CH:8]=[CH:9][CH:10]=1)[CH3:3].[O:12]=[C:13](Cl)OC(Cl)(Cl)Cl. Product: [CH2:2]([S:4][C:5]1[CH:10]=[CH:9][CH:8]=[C:7]([N:11]=[C:13]=[O:12])[CH:6]=1)[CH3:3]. The catalyst class is: 11.